From a dataset of M1 muscarinic receptor antagonist screen with 61,756 compounds. Binary Classification. Given a drug SMILES string, predict its activity (active/inactive) in a high-throughput screening assay against a specified biological target. The result is 0 (inactive). The drug is O1c2n[nH]c(c2C(c2cc(OC)c(OC(=O)N3CCOCC3)cc2)C(=C1N)C#N)CCC.